The task is: Predict the product of the given reaction.. This data is from Forward reaction prediction with 1.9M reactions from USPTO patents (1976-2016). (1) Given the reactants [CH2:1]([O:3][C:4]([C:6]1[N:7]([CH2:19][C:20]2[C:29]3[C:24](=[CH:25][CH:26]=[CH:27][CH:28]=3)[CH:23]=[CH:22][CH:21]=2)[C:8]2[C:13]([C:14]=1[CH2:15][NH:16][CH3:17])=[CH:12][C:11]([F:18])=[CH:10][CH:9]=2)=[O:5])[CH3:2].[CH:30](OC1C=CC([N+]([O-])=O)=CC=1)=[O:31], predict the reaction product. The product is: [CH2:1]([O:3][C:4]([C:6]1[N:7]([CH2:19][C:20]2[C:29]3[C:24](=[CH:25][CH:26]=[CH:27][CH:28]=3)[CH:23]=[CH:22][CH:21]=2)[C:8]2[C:13]([C:14]=1[CH2:15][N:16]([CH:30]=[O:31])[CH3:17])=[CH:12][C:11]([F:18])=[CH:10][CH:9]=2)=[O:5])[CH3:2]. (2) Given the reactants [C:1]1([C:7]2[CH:8]=[C:9]([C:15]3[N:20]=[C:19](C=O)[CH:18]=[CH:17][CH:16]=3)[CH:10]=[CH:11][C:12]=2[O:13][CH3:14])[CH:6]=[CH:5][CH:4]=[CH:3][CH:2]=1.[S:23]1[CH2:29][C:27](=[O:28])[NH:26][C:24]1=S.[NH:30]1[CH2:35][CH2:34][O:33][CH2:32][CH2:31]1, predict the reaction product. The product is: [C:1]1([C:7]2[CH:8]=[C:9]([C:15]3[N:20]=[C:19]([CH:29]4[S:23][C:24]([N:30]5[CH2:35][CH2:34][O:33][CH2:32][CH2:31]5)=[N:26][C:27]4=[O:28])[CH:18]=[CH:17][CH:16]=3)[CH:10]=[CH:11][C:12]=2[O:13][CH3:14])[CH:6]=[CH:5][CH:4]=[CH:3][CH:2]=1.